The task is: Predict the reactants needed to synthesize the given product.. This data is from Full USPTO retrosynthesis dataset with 1.9M reactions from patents (1976-2016). (1) Given the product [C:37]([NH:45][N:46]([CH2:47][CH2:48][C:49]([O:51][CH2:52][C:53]1[CH:54]=[CH:55][CH:56]=[CH:57][CH:58]=1)=[O:50])[C:33]([N:2]1[C@H:3]([C:7]([O:9][C:10]([CH3:13])([CH3:12])[CH3:11])=[O:8])[CH2:4][CH2:5][CH2:6][N:1]1[C:14]([O:16][CH2:17][C:18]1[CH:19]=[CH:20][CH:21]=[CH:22][CH:23]=1)=[O:15])=[O:34])(=[O:44])[C:38]1[CH:39]=[CH:40][CH:41]=[CH:42][CH:43]=1, predict the reactants needed to synthesize it. The reactants are: [N:1]1([C:14]([O:16][CH2:17][C:18]2[CH:23]=[CH:22][CH:21]=[CH:20][CH:19]=2)=[O:15])[CH2:6][CH2:5][CH2:4][C@@H:3]([C:7]([O:9][C:10]([CH3:13])([CH3:12])[CH3:11])=[O:8])[NH:2]1.C(N(C(C)C)CC)(C)C.[C:33](Cl)(Cl)=[O:34].[C:37]([NH:45][NH:46][CH2:47][CH2:48][C:49]([O:51][CH2:52][C:53]1[CH:58]=[CH:57][CH:56]=[CH:55][CH:54]=1)=[O:50])(=[O:44])[C:38]1[CH:43]=[CH:42][CH:41]=[CH:40][CH:39]=1. (2) Given the product [F:1][C:2]1[N:7]=[C:6]([N:8]2[C:12]([O:13][C:21]3[C:22]([CH2:23][CH2:24][CH3:25])=[C:17]([I:16])[N:18]=[CH:19][N:20]=3)=[CH:11][CH:10]=[N:9]2)[CH:5]=[CH:4][CH:3]=1, predict the reactants needed to synthesize it. The reactants are: [F:1][C:2]1[N:7]=[C:6]([N:8]2[C:12]([OH:13])=[CH:11][CH:10]=[N:9]2)[CH:5]=[CH:4][CH:3]=1.[H-].[Na+].[I:16][C:17]1[C:22]([CH2:23][CH2:24][CH3:25])=[C:21](I)[N:20]=[CH:19][N:18]=1.O. (3) Given the product [Br:1][C:2]1[CH:3]=[CH:4][C:5]([F:9])=[C:6]([O:8][CH:16]([CH3:18])[CH3:17])[CH:7]=1, predict the reactants needed to synthesize it. The reactants are: [Br:1][C:2]1[CH:3]=[CH:4][C:5]([F:9])=[C:6]([OH:8])[CH:7]=1.C(=O)([O-])[O-].[Cs+].[Cs+].[CH:16](Br)([CH3:18])[CH3:17].O. (4) Given the product [Br:1][C:2]1[CH:3]=[C:4]2[C:8](=[C:9]([N+:13]([O-:15])=[O:14])[CH:10]=1)[NH:7][C:6](=[O:11])[C:5]2=[O:12], predict the reactants needed to synthesize it. The reactants are: [Br:1][C:2]1[CH:3]=[C:4]2[C:8](=[CH:9][CH:10]=1)[NH:7][C:6](=[O:11])[C:5]2=[O:12].[N+:13]([O-])([OH:15])=[O:14].